Dataset: Peptide-MHC class I binding affinity with 185,985 pairs from IEDB/IMGT. Task: Regression. Given a peptide amino acid sequence and an MHC pseudo amino acid sequence, predict their binding affinity value. This is MHC class I binding data. The peptide sequence is DSKEGFFTY. The MHC is HLA-A29:02 with pseudo-sequence HLA-A29:02. The binding affinity (normalized) is 0.400.